This data is from Full USPTO retrosynthesis dataset with 1.9M reactions from patents (1976-2016). The task is: Predict the reactants needed to synthesize the given product. Given the product [CH3:21][N:22]([CH:26]=[O:27])[CH3:23].[CH3:28][N:29]([CH3:33])[CH:30]=[O:34], predict the reactants needed to synthesize it. The reactants are: C1C=CC2N(O)N=NC=2C=1.ON1C2C=CC=CC=2N=N1.[CH3:21][N:22]1[C:26](=[O:27])CC[CH2:23]1.[CH3:28][N:29]1[CH2:33]CC[C:30]1=[O:34].